This data is from NCI-60 drug combinations with 297,098 pairs across 59 cell lines. The task is: Regression. Given two drug SMILES strings and cell line genomic features, predict the synergy score measuring deviation from expected non-interaction effect. (1) Drug 1: C1=NC2=C(N=C(N=C2N1C3C(C(C(O3)CO)O)O)F)N. Drug 2: C1=NNC2=C1C(=O)NC=N2. Cell line: MALME-3M. Synergy scores: CSS=10.8, Synergy_ZIP=-4.99, Synergy_Bliss=-3.74, Synergy_Loewe=-5.86, Synergy_HSA=-3.62. (2) Drug 1: C1=CC(=CC=C1CCC2=CNC3=C2C(=O)NC(=N3)N)C(=O)NC(CCC(=O)O)C(=O)O. Drug 2: CN(CC1=CN=C2C(=N1)C(=NC(=N2)N)N)C3=CC=C(C=C3)C(=O)NC(CCC(=O)O)C(=O)O. Cell line: HCT-15. Synergy scores: CSS=59.9, Synergy_ZIP=-3.03, Synergy_Bliss=-4.36, Synergy_Loewe=-0.473, Synergy_HSA=2.26. (3) Drug 1: CNC(=O)C1=NC=CC(=C1)OC2=CC=C(C=C2)NC(=O)NC3=CC(=C(C=C3)Cl)C(F)(F)F. Drug 2: C1CNP(=O)(OC1)N(CCCl)CCCl. Cell line: MALME-3M. Synergy scores: CSS=5.32, Synergy_ZIP=0.798, Synergy_Bliss=2.60, Synergy_Loewe=2.93, Synergy_HSA=0.345.